Task: Predict the reaction yield, written as a fraction of the theoretical maximum amount of product (1.0 means a 100% yield; for example, 0.34 means a 34% yield).. Dataset: Reaction yield outcomes from USPTO patents with 853,638 reactions (1) The reactants are [Br-].C([O:6][C:7](=[O:54])[C:8]([O:11]/[N:12]=[C:13](/[C:41]1[N:42]=[C:43]([NH:46]C(OC(C)(C)C)=O)[S:44][CH:45]=1)\[C:14]([NH:16][C@@H:17]1[C:20](=[O:21])[N:19]([S:22]([OH:25])(=[O:24])=[O:23])[C@@H:18]1[CH2:26][N:27]1[CH:31]=[C:30]([CH2:32][NH:33][C:34](=[O:40])[CH2:35][N+:36]([CH3:39])([CH3:38])[CH3:37])[N:29]=[N:28]1)=[O:15])([CH3:10])[CH3:9])(C)(C)C.C(O)(C(F)(F)F)=O.C(Cl)Cl.C([SiH](CC)CC)C. The catalyst is C(Cl)Cl. The product is [NH2:46][C:43]1[S:44][CH:45]=[C:41](/[C:13](=[N:12]/[O:11][C:8]([C:7]([OH:54])=[O:6])([CH3:9])[CH3:10])/[C:14]([NH:16][C@H:17]2[C@@H:18]([CH2:26][N:27]3[CH:31]=[C:30]([CH2:32][NH:33][C:34](=[O:40])[CH2:35][N+:36]([CH3:37])([CH3:38])[CH3:39])[N:29]=[N:28]3)[N:19]([S:22]([O-:25])(=[O:24])=[O:23])[C:20]2=[O:21])=[O:15])[N:42]=1. The yield is 0.270. (2) The reactants are C([O-])=O.[K+].C(O)=O.O.[CH3:9][O:10][C:11]1[CH:12]=[C:13]2[C:18](=[CH:19][C:20]=1[O:21][CH3:22])[N:17]=[CH:16][CH:15]=[C:14]2[O:23][C:24]1[CH:29]=[CH:28][C:27]([N+:30]([O-])=O)=[CH:26][CH:25]=1. The catalyst is [Pd].O1CCCC1. The product is [CH3:9][O:10][C:11]1[CH:12]=[C:13]2[C:18](=[CH:19][C:20]=1[O:21][CH3:22])[N:17]=[CH:16][CH:15]=[C:14]2[O:23][C:24]1[CH:25]=[CH:26][C:27]([NH2:30])=[CH:28][CH:29]=1. The yield is 0.970. (3) The reactants are [CH2:1]([C:3]1[C:4]([CH3:13])=[N+:5]([O-:12])[CH:6]=[CH:7][C:8]=1[N+]([O-])=O)[CH3:2].C([Cl:17])(=O)C. No catalyst specified. The product is [Cl:17][C:8]1[CH:7]=[CH:6][N+:5]([O-:12])=[C:4]([CH3:13])[C:3]=1[CH2:1][CH3:2]. The yield is 0.661. (4) The product is [CH3:11][O:4][C:3]1[CH:5]=[CH:6][CH:7]=[CH:8][C:2]=1[C:1]([O:22][CH3:23])=[O:10]. The yield is 0.800. The reactants are [C:1]([OH:10])(=O)[C:2]1[C:3](=[CH:5][CH:6]=[CH:7][CH:8]=1)[OH:4].[C:11](=O)([O-])[O-].[K+].[K+].S([O:22][CH3:23])(OC)(=O)=O. The catalyst is CC(C)=O. (5) The reactants are [C:1]([C:3]1[CH:8]=[CH:7][C:6]([C:9]2[CH:14]=[CH:13][C:12]([O:15][CH2:16][CH2:17][CH2:18][C:19]([OH:21])=[O:20])=[CH:11][CH:10]=2)=[CH:5][CH:4]=1)#[N:2].C([O-])([O-])=O.[K+].[K+].Cl.[NH2:29][OH:30].Cl. The catalyst is O.C1COCC1.CCO. The product is [OH:30][NH:29][C:1]([C:3]1[CH:4]=[CH:5][C:6]([C:9]2[CH:14]=[CH:13][C:12]([O:15][CH2:16][CH2:17][CH2:18][C:19]([OH:21])=[O:20])=[CH:11][CH:10]=2)=[CH:7][CH:8]=1)=[NH:2]. The yield is 1.00. (6) The reactants are [H-].[Na+].[Si:3]([O:20][CH2:21][C:22]1[C:23]([N:38]2[CH2:43][C@@H:42]([CH3:44])[O:41][C@H:40]([CH3:45])[CH2:39]2)=[C:24]([F:37])[C:25](F)=[C:26]([C:28](=[N:34][OH:35])[C:29]([O:31][CH2:32][CH3:33])=[O:30])[CH:27]=1)([C:16]([CH3:19])([CH3:18])[CH3:17])([C:10]1[CH:15]=[CH:14][CH:13]=[CH:12][CH:11]=1)[C:4]1[CH:9]=[CH:8][CH:7]=[CH:6][CH:5]=1. The catalyst is CN(C=O)C. The product is [Si:3]([O:20][CH2:21][C:22]1[C:23]([N:38]2[CH2:43][C@@H:42]([CH3:44])[O:41][C@H:40]([CH3:45])[CH2:39]2)=[C:24]([F:37])[C:25]2[O:35][N:34]=[C:28]([C:29]([O:31][CH2:32][CH3:33])=[O:30])[C:26]=2[CH:27]=1)([C:16]([CH3:17])([CH3:18])[CH3:19])([C:10]1[CH:11]=[CH:12][CH:13]=[CH:14][CH:15]=1)[C:4]1[CH:9]=[CH:8][CH:7]=[CH:6][CH:5]=1. The yield is 0.604. (7) The reactants are Cl.C([N:4]=C=NCCCN(C)C)C.[Br:13][C:14]1[C:19]2[CH:20]=[C:21]([C:23]([CH3:26])([CH3:25])[CH3:24])[O:22][C:18]=2[C:17]([C:27](O)=[O:28])=[CH:16][C:15]=1[C:30]1[CH:35]=[CH:34][CH:33]=[CH:32][CH:31]=1.OC1C2N=NNC=2C=CC=1.N. The catalyst is CN(C)C=O. The product is [Br:13][C:14]1[C:19]2[CH:20]=[C:21]([C:23]([CH3:26])([CH3:25])[CH3:24])[O:22][C:18]=2[C:17]([C:27]([NH2:4])=[O:28])=[CH:16][C:15]=1[C:30]1[CH:35]=[CH:34][CH:33]=[CH:32][CH:31]=1. The yield is 0.990. (8) The reactants are [OH2:1].[C:2]([C:4]([O:6][CH2:7][CH3:8])=[O:5])#[N:3].Cl.[NH2:10]O.C(=O)([O-])[O-].[Na+].[Na+]. The catalyst is C(O)C. The product is [NH2:3][C:2](=[N:10][OH:1])[C:4]([O:6][CH2:7][CH3:8])=[O:5]. The yield is 0.910. (9) The reactants are [Br:1][C:2]1[CH:7]=[C:6]([F:8])[C:5]([NH2:9])=[CH:4][C:3]=1[N:10](C(OCC)=O)[S:11]([CH2:14][CH3:15])(=[O:13])=[O:12].[OH-].[Na+].Cl. The catalyst is O. The product is [Br:1][C:2]1[CH:7]=[C:6]([F:8])[C:5]([NH2:9])=[CH:4][C:3]=1[NH:10][S:11]([CH2:14][CH3:15])(=[O:13])=[O:12]. The yield is 0.920. (10) The reactants are [CH3:1][N:2]([CH3:17])[C:3]1[CH:12]=[CH:11][C:10]([N+:13]([O-])=O)=[C:9]2[C:4]=1[CH:5]=[CH:6][C:7]([CH3:16])=[N:8]2.S(S([O-])=O)([O-])=O.[Na+].[Na+].[OH-].[Na+]. The catalyst is C(O)C. The product is [CH3:16][C:7]1[CH:6]=[CH:5][C:4]2[C:9](=[C:10]([NH2:13])[CH:11]=[CH:12][C:3]=2[N:2]([CH3:17])[CH3:1])[N:8]=1. The yield is 0.940.